This data is from Forward reaction prediction with 1.9M reactions from USPTO patents (1976-2016). The task is: Predict the product of the given reaction. (1) Given the reactants [Cl:1][C:2]1[CH:3]=[C:4](B(O)O)[CH:5]=[C:6]([Cl:9])[C:7]=1[Cl:8].Br[C:14]([C:16]([F:19])([F:18])[F:17])=[CH2:15].C([O-])([O-])=O.[Cs+].[Cs+], predict the reaction product. The product is: [Cl:1][C:2]1[CH:3]=[C:4]([C:14]([C:16]([F:19])([F:18])[F:17])=[CH2:15])[CH:5]=[C:6]([Cl:9])[C:7]=1[Cl:8]. (2) The product is: [CH3:1][C:2]1[C:10]([CH3:11])=[CH:9][CH:8]=[CH:7][C:3]=1[C:4]([NH:20][CH2:19][CH:18]([N:12]1[CH2:17][CH2:16][O:15][CH2:14][CH2:13]1)[C:21]1[CH:22]=[N:23][CH:24]=[CH:25][CH:26]=1)=[O:6]. Given the reactants [CH3:1][C:2]1[C:10]([CH3:11])=[CH:9][CH:8]=[CH:7][C:3]=1[C:4]([OH:6])=O.[N:12]1([CH:18]([C:21]2[CH:22]=[N:23][CH:24]=[CH:25][CH:26]=2)[CH2:19][NH2:20])[CH2:17][CH2:16][O:15][CH2:14][CH2:13]1, predict the reaction product. (3) Given the reactants [CH2:1]([OH:16])[CH2:2][CH2:3]/[CH:4]=[CH:5]\[CH2:6][CH2:7][CH2:8][CH2:9][CH2:10][CH2:11][CH2:12][CH2:13][CH2:14][CH3:15].CCN(CC)CC.[C:24]1([CH3:34])[CH:29]=[CH:28][C:27]([S:30](Cl)(=[O:32])=[O:31])=[CH:26][CH:25]=1.C([O-])(O)=O.[Na+], predict the reaction product. The product is: [CH3:34][C:24]1[CH:29]=[CH:28][C:27]([S:30]([O:16]/[CH:1]=[CH:2]\[CH2:3][CH:4]=[CH:5][CH2:6][CH2:7][CH2:8][CH2:9][CH2:10][CH2:11][CH2:12][CH2:13][CH2:14][CH3:15])(=[O:32])=[O:31])=[CH:26][CH:25]=1.